From a dataset of Full USPTO retrosynthesis dataset with 1.9M reactions from patents (1976-2016). Predict the reactants needed to synthesize the given product. (1) Given the product [Cl:9][C:10]1[C:15]2[NH:16][C:17]([N:19]3[CH2:24][CH2:23][N:22]([C:2]4[C:7]([Cl:8])=[CH:6][CH:5]=[CH:4][N:3]=4)[C@H:21]([CH3:25])[CH2:20]3)=[N:18][C:14]=2[CH:13]=[C:12]([C:26]([F:29])([F:28])[F:27])[CH:11]=1, predict the reactants needed to synthesize it. The reactants are: Cl[C:2]1[C:7]([Cl:8])=[CH:6][CH:5]=[CH:4][N:3]=1.[Cl:9][C:10]1[C:15]2[NH:16][C:17]([N:19]3[CH2:24][CH2:23][NH:22][C@H:21]([CH3:25])[CH2:20]3)=[N:18][C:14]=2[CH:13]=[C:12]([C:26]([F:29])([F:28])[F:27])[CH:11]=1.C(N(CC)C(C)C)(C)C. (2) Given the product [ClH:19].[Cl:19][C:20]1[CH:21]=[C:22]([CH:25]=[CH:26][C:27]=1[Cl:28])[CH2:23][S:18][C:9]1[NH:8][C@H:7]([C:1]2[CH:2]=[CH:3][CH:4]=[CH:5][CH:6]=2)[C@H:11]([C:12]2[CH:13]=[CH:14][CH:15]=[CH:16][CH:17]=2)[N:10]=1, predict the reactants needed to synthesize it. The reactants are: [C:1]1([C@H:7]2[C@@H:11]([C:12]3[CH:17]=[CH:16][CH:15]=[CH:14][CH:13]=3)[NH:10][C:9](=[S:18])[NH:8]2)[CH:6]=[CH:5][CH:4]=[CH:3][CH:2]=1.[Cl:19][C:20]1[CH:21]=[C:22]([CH:25]=[CH:26][C:27]=1[Cl:28])[CH2:23]Cl.